From a dataset of Reaction yield outcomes from USPTO patents with 853,638 reactions. Predict the reaction yield, written as a fraction of the theoretical maximum amount of product (1.0 means a 100% yield; for example, 0.34 means a 34% yield). (1) The reactants are N[C:2]1[N:10]=[C:9]2[C:5]([NH:6][CH:7]=[N:8]2)=[C:4]([Cl:11])[N:3]=1.[F:12][B-](F)(F)F.[H+].N([O-])=O.[Na+].[OH-].[Na+]. The catalyst is O. The product is [F:12][C:2]1[N:10]=[C:9]2[C:5]([NH:6][CH:7]=[N:8]2)=[C:4]([Cl:11])[N:3]=1. The yield is 0.520. (2) The yield is 0.890. The product is [Cl:1][C:2]1[CH:3]=[C:4]([CH:7]=[C:8]([OH:11])[C:9]=1[OH:10])[CH:5]=[O:6]. The reactants are [Cl:1][C:2]1[CH:3]=[C:4]([CH:7]=[C:8]([O:11]C)[C:9]=1[OH:10])[CH:5]=[O:6].B(Br)(Br)Br. The catalyst is ClCCl. (3) The reactants are [C:1]([O:5][C:6](=[O:15])[CH2:7]/[N:8]=[CH:9]/[CH2:10][C:11]([CH3:14])([CH3:13])[CH3:12])([CH3:4])([CH3:3])[CH3:2].[Br:16][C:17]1[CH:18]=[C:19](/[CH:22]=[C:23](/[C:26]2[CH:31]=[CH:30][C:29]([Cl:32])=[CH:28][C:27]=2[F:33])\[C:24]#[N:25])[S:20][CH:21]=1.C(N(CC)CC)C. The catalyst is ClCCl. The product is [C:1]([O:5][C:6]([CH:7]1[CH:22]([C:19]2[S:20][CH:21]=[C:17]([Br:16])[CH:18]=2)[C:23]([C:26]2[CH:31]=[CH:30][C:29]([Cl:32])=[CH:28][C:27]=2[F:33])([C:24]#[N:25])[CH:9]([CH2:10][C:11]([CH3:14])([CH3:13])[CH3:12])[NH:8]1)=[O:15])([CH3:4])([CH3:3])[CH3:2]. The yield is 0.200. (4) The reactants are Cl.[NH2:2][CH:3]([C@H:9]([CH2:17]C)[CH2:10][CH:11]([CH3:16])[CH2:12][CH2:13][CH:14]=[CH2:15])[C:4]([O:6][CH2:7][CH3:8])=[O:5].CCN(C(C)C)C(C)C.[O:28](C(OC(C)(C)C)=O)[C:29]([O:31][C:32]([CH3:35])([CH3:34])[CH3:33])=O. The catalyst is C(Cl)Cl. The product is [C:32]([O:31][C:29]([NH:2][CH:3]([C@H:9]([CH3:17])[CH2:10][CH:11]([CH3:16])[CH2:12][CH2:13][CH:14]=[CH2:15])[C:4]([O:6][CH2:7][CH3:8])=[O:5])=[O:28])([CH3:35])([CH3:34])[CH3:33]. The yield is 0.625. (5) The reactants are O=[C:2]([CH2:8][C:9](=O)[C:10]1[CH:15]=[CH:14][N:13]=[CH:12][CH:11]=1)[C:3]([O:5][CH2:6][CH3:7])=[O:4].[CH3:17][CH:18]([N:20]1[C:24]([NH2:25])=[CH:23][CH:22]=[N:21]1)[CH3:19]. The catalyst is C1C=CC=CC=1. The product is [CH3:17][CH:18]([N:20]1[C:24]2[N:25]=[C:9]([C:10]3[CH:15]=[CH:14][N:13]=[CH:12][CH:11]=3)[CH:8]=[C:2]([C:3]([O:5][CH2:6][CH3:7])=[O:4])[C:23]=2[CH:22]=[N:21]1)[CH3:19]. The yield is 0.430. (6) The reactants are [F:1][C:2]1[CH:3]=[CH:4][C:5]([OH:11])=[C:6]([C:8](=[O:10])[CH3:9])[CH:7]=1.[CH3:12][CH2:13][C:14](=O)[CH2:15][CH3:16].N1CCCC1. The catalyst is CO. The product is [CH2:13]([C:14]1([CH2:15][CH3:16])[CH2:9][C:8](=[O:10])[C:6]2[C:5](=[CH:4][CH:3]=[C:2]([F:1])[CH:7]=2)[O:11]1)[CH3:12]. The yield is 0.890. (7) The reactants are FC(F)(F)C1C=CC(CN)=CC=1.[Cl:13][C:14]1[CH:19]=[CH:18][CH:17]=[CH:16][C:15]=1[CH2:20][CH2:21][NH2:22].[C:23]([NH:31][C:32]1[CH:33]=[C:34]([CH:38]=[CH:39][N:40]=1)[C:35](O)=[O:36])(=[O:30])[C:24]1[CH:29]=[CH:28][CH:27]=[CH:26][CH:25]=1. No catalyst specified. The product is [C:23]([NH:31][C:32]1[CH:33]=[C:34]([CH:38]=[CH:39][N:40]=1)[C:35]([NH:22][CH2:21][CH2:20][C:15]1[CH:16]=[CH:17][CH:18]=[CH:19][C:14]=1[Cl:13])=[O:36])(=[O:30])[C:24]1[CH:25]=[CH:26][CH:27]=[CH:28][CH:29]=1. The yield is 0.270. (8) The reactants are [CH3:1][S:2][C:3]1[CH:8]=[CH:7][C:6]([N:9]2[C:13]([C:14]3[CH:26]=[CH:25][C:17]([O:18][CH2:19][CH2:20][NH:21][C:22]([NH2:24])=[O:23])=[CH:16][CH:15]=3)=[CH:12][C:11]([C:27]([F:30])([F:29])[F:28])=[N:10]2)=[CH:5][CH:4]=1.C1C=C(Cl)C=C(C(OO)=[O:39])C=1.C([O-])(O)=O.[Na+]. The catalyst is C(Cl)Cl. The product is [CH3:1][S:2]([C:3]1[CH:8]=[CH:7][C:6]([N:9]2[C:13]([C:14]3[CH:26]=[CH:25][C:17]([O:18][CH2:19][CH2:20][NH:21][C:22]([NH2:24])=[O:23])=[CH:16][CH:15]=3)=[CH:12][C:11]([C:27]([F:30])([F:28])[F:29])=[N:10]2)=[CH:5][CH:4]=1)=[O:39]. The yield is 0.800. (9) The reactants are [CH:1]#[C:2][CH3:3].C(N(CC)CC)C.Cl[C:12]1[N:17]=[C:16]([O:18][C:19]2[C:24]([CH3:25])=[CH:23][C:22]([CH3:26])=[CH:21][C:20]=2[CH3:27])[C:15]([C:28]([O:30][CH3:31])=[O:29])=[CH:14][CH:13]=1.C1(P(C2C=CC=CC=2)C2C=CC=CC=2)C=CC=CC=1. The catalyst is CN(C)C=O.Cl[Pd]Cl.[Cu]I. The product is [C:1]([C:12]1[N:17]=[C:16]([O:18][C:19]2[C:24]([CH3:25])=[CH:23][C:22]([CH3:26])=[CH:21][C:20]=2[CH3:27])[C:15]([C:28]([O:30][CH3:31])=[O:29])=[CH:14][CH:13]=1)#[C:2][CH3:3]. The yield is 0.729. (10) The reactants are Cl.[Br:2][C:3]1[CH:4]=[C:5]([CH2:9]Cl)[CH:6]=[NH+:7][CH:8]=1.C(N(CC)CC)C.[C:18]([NH:25][C:26]([O:28][C:29]([CH3:32])([CH3:31])[CH3:30])=[O:27])([O:20][C:21]([CH3:24])([CH3:23])[CH3:22])=[O:19].[K]. The catalyst is CN(C=O)C.[Br-].C([N+](CCCC)(CCCC)CCCC)CCC.C(OCC)(=O)C. The product is [Br:2][C:3]1[CH:4]=[C:5]([CH2:9][N:25]([C:18]([O:20][C:21]([CH3:24])([CH3:23])[CH3:22])=[O:19])[C:26]([O:28][C:29]([CH3:30])([CH3:31])[CH3:32])=[O:27])[CH:6]=[N:7][CH:8]=1. The yield is 0.600.